This data is from Forward reaction prediction with 1.9M reactions from USPTO patents (1976-2016). The task is: Predict the product of the given reaction. Given the reactants C([CH:17]([CH2:23][N+:24]([CH3:27])([CH3:26])[CH3:25])[O:18][P:19](O)([OH:21])=[O:20])CCCCCCCCCCCCCCC.OC1O[C@H](CO)[C@@H](O[C@@H]2O[C@H](CO)[C@H](O)[C@H](O)[C@H]2O)[C@H](O)[C@H]1O.[C:51]([O-:70])(=O)[CH2:52][CH2:53][CH2:54][CH2:55][CH2:56][CH2:57][CH2:58][CH2:59][CH2:60][CH2:61][CH2:62][CH2:63][CH2:64][CH2:65][CH2:66]CC.[Mg+2].[C:51]([O-:70])(=O)[CH2:52][CH2:53][CH2:54][CH2:55][CH2:56][CH2:57][CH2:58][CH2:59][CH2:60][CH2:61][CH2:62][CH2:63][CH2:64][CH2:65][CH2:66]CC.P([O-])([O-])(OCCCCCCCCCCCCCCCC)=O, predict the reaction product. The product is: [CH3:66][CH2:65][CH2:64][CH2:63][CH2:62][CH2:61][CH2:60][CH2:59][CH2:58][CH2:57][CH2:56][CH2:55][CH2:54][CH2:53][CH2:52][CH2:51][O:70][P:19]([O:18][CH2:17][CH2:23][N+:24]([CH3:27])([CH3:26])[CH3:25])([O-:21])=[O:20].